From a dataset of Forward reaction prediction with 1.9M reactions from USPTO patents (1976-2016). Predict the product of the given reaction. Given the reactants [C:1]1([C@H:7]2[N:21]3[C:22]4[C:14]([C:15]5[C:16]([O:23][CH2:24][CH2:25]Cl)=[CH:17][CH:18]=[CH:19][C:20]=53)=[CH:13][CH:12]=[CH:11][C:10]=4[O:9][CH2:8]2)[CH:6]=[CH:5][CH:4]=[CH:3][CH:2]=1.[I-].[Na+].C(=O)([O-])[O-:30].[K+].[K+].[CH2:35]([CH2:37][NH2:38])O, predict the reaction product. The product is: [C:1]1([C@H:7]2[N:21]3[C:22]4[C:14]([C:15]5[C:16]([O:23][CH2:24][CH2:25][NH:38][CH:37]([OH:30])[CH3:35])=[CH:17][CH:18]=[CH:19][C:20]=53)=[CH:13][CH:12]=[CH:11][C:10]=4[O:9][CH2:8]2)[CH:6]=[CH:5][CH:4]=[CH:3][CH:2]=1.